This data is from Forward reaction prediction with 1.9M reactions from USPTO patents (1976-2016). The task is: Predict the product of the given reaction. (1) The product is: [Cl:10][C:11]1[CH:12]=[C:13]([C:14]([C:2]2[C:3]([C:8]#[N:9])=[N:4][CH:5]=[CH:6][CH:7]=2)=[O:15])[CH:17]=[CH:18][N:19]=1. Given the reactants Br[C:2]1[C:3]([C:8]#[N:9])=[N:4][CH:5]=[CH:6][CH:7]=1.[Cl:10][C:11]1[CH:12]=[C:13]([CH:17]=[CH:18][N:19]=1)[C:14](Cl)=[O:15].[Br-].C(OCC)(=O)C, predict the reaction product. (2) Given the reactants [C:1]1([NH:7][C:8]2[S:9][C:10]([C:13]3[CH:18]=[CH:17][C:16]([OH:19])=[CH:15][CH:14]=3)=[CH:11][N:12]=2)[CH:6]=[CH:5][CH:4]=[CH:3][CH:2]=1.Cl.Cl[CH2:22][CH2:23][CH2:24][N:25]([CH3:27])[CH3:26].CC(C)([O-])C.[Na+], predict the reaction product. The product is: [CH3:26][N:25]([CH3:27])[CH2:24][CH2:23][CH2:22][O:19][C:16]1[CH:15]=[CH:14][C:13]([C:10]2[S:9][C:8]([NH:7][C:1]3[CH:2]=[CH:3][CH:4]=[CH:5][CH:6]=3)=[N:12][CH:11]=2)=[CH:18][CH:17]=1. (3) Given the reactants [S:1]1[C:5]2[CH:6]=[CH:7][CH:8]=[CH:9][C:4]=2[N:3]=[CH:2]1.C(O)[C:11]([NH2:16])(CO)CO.Cl.C1N=C(N)C2N=CN([C@@H]3[O:32][C@H](COP(OP(OC[C@H]4O[C@@H](N5C=C(C(N)=O)CC=C5)[C@H](O)[C@@H]4O)(O)=O)(O)=O)[C@@H](O)[C@H]3OP(O)(O)=O)C=2N=1.C1C=[N+]([C@@H]2O[C@H](COP(OP(OC[C@H]3O[C@@H](N4C5N=CN=C(N)C=5N=C4)[C@H](OP(O)(O)=O)[C@@H]3O)(O)=O)(O)=O)[C@@H](O)[C@H]2O)C=C(C(N)=O)C=1.C(OP(O)(O)=O)[C@H]1O[C@@H](O)[C@H](O)[C@@H](O)[C@@H]1O.[Mg+2].[Cl-].[Cl-].C([O-])(=O)CC(CC([O-])=O)(C([O-])=O)O.[Na+].[Na+].[Na+].C1S/C(=C2/N=C3C(S/2)=CC(=O)C=C3)/N[C@H]1C(O)=O.N[C@@H](C(O)=O)CS, predict the reaction product. The product is: [OH:32][C:7]1[CH:8]=[CH:9][C:4]2[N:3]=[C:2]([C:11]#[N:16])[S:1][C:5]=2[CH:6]=1.[S:1]1[C:5]2[CH:6]=[CH:7][CH:8]=[CH:9][C:4]=2[N:3]=[CH:2]1. (4) The product is: [Cl:1][C:2]1[CH:3]=[CH:4][C:5]2[N:6]([CH:8]=[C:9]([C:11]([C:25]3[CH:26]=[CH:27][O:23][CH:24]=3)=[O:13])[N:10]=2)[CH:7]=1. Given the reactants [Cl:1][C:2]1[CH:3]=[CH:4][C:5]2[N:6]([CH:8]=[C:9]([C:11]([OH:13])=O)[N:10]=2)[CH:7]=1.C(OC(OC)=O)(OC)=O.[O:23]1[CH:27]=[CH:26][C:25](B(O)O)=[CH:24]1.C(=O)(O)[O-].[Na+], predict the reaction product. (5) Given the reactants BrC1C=C(C(Cl)=O)C=CC=1.[CH3:11][O:12][C:13]1[CH:14]=[C:15]2[C:20](=[CH:21][C:22]=1[O:23][CH3:24])[N:19]=[CH:18][CH:17]=[C:16]2[O:25][C:26]1[CH:32]=[CH:31][C:29]([NH2:30])=[CH:28][C:27]=1[F:33].[Br:34][C:35]1[CH:36]=[C:37]([C:41]([N:43]=[C:44]=[S:45])=[O:42])[CH:38]=[CH:39][CH:40]=1, predict the reaction product. The product is: [Br:34][C:35]1[CH:36]=[C:37]([C:41]([N:43]=[C:44]=[S:45])=[O:42])[CH:38]=[CH:39][CH:40]=1.[Br:34][C:35]1[CH:36]=[C:37]([CH:38]=[CH:39][CH:40]=1)[C:41]([NH:43][C:44]([NH:30][C:29]1[CH:31]=[CH:32][C:26]([O:25][C:16]2[C:15]3[C:20](=[CH:21][C:22]([O:23][CH3:24])=[C:13]([O:12][CH3:11])[CH:14]=3)[N:19]=[CH:18][CH:17]=2)=[C:27]([F:33])[CH:28]=1)=[S:45])=[O:42]. (6) Given the reactants [CH2:1]([O:8][C:9]1[CH:10]=[CH:11][C:12]([CH:24]=O)=[C:13]([CH:23]=1)[O:14][CH2:15][CH2:16][CH2:17][C:18]([O:20][CH2:21][CH3:22])=[O:19])[C:2]1[CH:7]=[CH:6][CH:5]=[CH:4][CH:3]=1.CC([O-])(C)C.[K+], predict the reaction product. The product is: [CH2:1]([O:8][C:9]1[CH:10]=[CH:11][C:12]2=[C:13]([CH:23]=1)[O:14][CH2:15][CH2:16][C:17]([C:18]([O:20][CH2:21][CH3:22])=[O:19])=[CH:24]2)[C:2]1[CH:3]=[CH:4][CH:5]=[CH:6][CH:7]=1.